From a dataset of Catalyst prediction with 721,799 reactions and 888 catalyst types from USPTO. Predict which catalyst facilitates the given reaction. (1) Product: [NH2:1][CH2:4][C@@H:5]([NH:7][C:8](=[O:11])[O:9][CH3:10])[CH3:6]. The catalyst class is: 78. Reactant: [N:1]([CH2:4][C@@H:5]([NH:7][C:8](=[O:11])[O:9][CH3:10])[CH3:6])=[N+]=[N-]. (2) Reactant: COC1C=C(OC)C=CC=1C[N:6]([CH2:13][C:14]1[C:15]([C:24]2[CH:29]=[CH:28][C:27]([F:30])=[CH:26][CH:25]=2)=[N:16][O:17][C:18]=1[C:19](OCC)=[O:20])[CH2:7][C:8]([O:10][CH2:11][CH3:12])=[O:9].CC(C)([O-])C.[K+].S(Cl)(Cl)=O. Product: [F:30][C:27]1[CH:28]=[CH:29][C:24]([C:15]2[C:14]3[CH:13]=[N:6][C:7]([C:8]([O:10][CH2:11][CH3:12])=[O:9])=[C:19]([OH:20])[C:18]=3[O:17][N:16]=2)=[CH:25][CH:26]=1. The catalyst class is: 76.